Dataset: Forward reaction prediction with 1.9M reactions from USPTO patents (1976-2016). Task: Predict the product of the given reaction. (1) Given the reactants [C:1]1([CH3:25])[CH:6]=[CH:5][C:4]([C:7]2[N:8]=[C:9]3[CH2:23][CH2:22][C:21](=[O:24])[NH:20][C:10]3=[N:11][C:12]=2[C:13]2[CH:18]=[CH:17][C:16]([CH3:19])=[CH:15][CH:14]=2)=[CH:3][CH:2]=1.C(=O)([O-])[O-].[K+].[K+].Br[CH2:33][CH2:34][CH2:35][CH2:36][CH2:37][CH2:38][CH2:39][CH2:40][C:41]([O:43][CH2:44][CH3:45])=[O:42], predict the reaction product. The product is: [O:24]=[C:21]1[N:20]([CH2:33][CH2:34][CH2:35][CH2:36][CH2:37][CH2:38][CH2:39][CH2:40][C:41]([O:43][CH2:44][CH3:45])=[O:42])[C:10]2=[N:11][C:12]([C:13]3[CH:18]=[CH:17][C:16]([CH3:19])=[CH:15][CH:14]=3)=[C:7]([C:4]3[CH:3]=[CH:2][C:1]([CH3:25])=[CH:6][CH:5]=3)[N:8]=[C:9]2[CH2:23][CH2:22]1. (2) Given the reactants [NH2:1][C:2]([CH3:7])([CH2:5][OH:6])[CH2:3][OH:4].C(N(C(C)C)C(C)C)C.[Cl:17][C:18]1[CH:23]=[CH:22][C:21]([C:24]2[CH:25]=[CH:26][C:27]([C:30]#[C:31][C:32]3[CH:37]=[CH:36][C:35](/[CH:38]=[CH:39]/[CH2:40]Cl)=[CH:34][CH:33]=3)=[N:28][CH:29]=2)=[CH:20][CH:19]=1, predict the reaction product. The product is: [Cl:17][C:18]1[CH:19]=[CH:20][C:21]([C:24]2[CH:25]=[CH:26][C:27]([C:30]#[C:31][C:32]3[CH:33]=[CH:34][C:35](/[CH:38]=[CH:39]/[CH2:40][NH:1][C:2]([CH3:7])([CH2:5][OH:6])[CH2:3][OH:4])=[CH:36][CH:37]=3)=[N:28][CH:29]=2)=[CH:22][CH:23]=1. (3) Given the reactants [F:1][C@H:2]1[C@H:6]([F:7])[CH2:5][N:4]([C:8]2[CH:13]=[CH:12][N:11]=[C:10]([C:14]3[C:18]4[C:19]([NH:23][CH:24]([CH3:26])[CH3:25])=[N:20][CH:21]=[CH:22][C:17]=4[N:16](CC4C=CC(OC)=CC=4)[N:15]=3)[CH:9]=2)[CH2:3]1.ClC1C=CN=C(C2C3C(NC(C)C)=NC=CC=3N(CC3C=CC(OC)=CC=3)N=2)C=1.Cl.F[C@H]1[C@H](F)CNC1.CC1(C)C2C(=C(P(C3C=CC=CC=3)C3C=CC=CC=3)C=CC=2)OC2C(P(C3C=CC=CC=3)C3C=CC=CC=3)=CC=CC1=2.C(=O)([O-])[O-].[Cs+].[Cs+], predict the reaction product. The product is: [F:1][C@H:2]1[C@H:6]([F:7])[CH2:5][N:4]([C:8]2[CH:13]=[CH:12][N:11]=[C:10]([C:14]3[C:18]4[C:19]([NH:23][CH:24]([CH3:26])[CH3:25])=[N:20][CH:21]=[CH:22][C:17]=4[NH:16][N:15]=3)[CH:9]=2)[CH2:3]1. (4) Given the reactants [C:1](O)(=O)[C:2]1[C:3](=[CH:5][CH:6]=[CH:7][CH:8]=1)N.[CH:11]1[CH2:16]CC=[CH:13][CH:12]=1.N(O[CH2:20]CC(C)C)=O, predict the reaction product. The product is: [CH:2]12[CH2:8][CH2:7][CH:6]([C:5]3[C:3]1=[CH:13][CH:12]=[CH:11][CH:16]=3)[CH:20]=[CH:1]2. (5) The product is: [Cl:11][C:10]1[CH:9]=[C:8]2[C:4]([C:5]([C:12]([OH:14])=[O:13])=[N:6][NH:7]2)=[CH:3][C:2]=1[C:22]1[CH:23]=[CH:24][C:19]([CH:17]([O:16][CH3:15])[CH3:18])=[CH:20][CH:21]=1. Given the reactants Br[C:2]1[CH:3]=[C:4]2[C:8](=[CH:9][C:10]=1[Cl:11])[NH:7][N:6]=[C:5]2[C:12]([OH:14])=[O:13].[CH3:15][O:16][CH:17]([C:19]1[CH:24]=[CH:23][C:22](B(O)O)=[CH:21][CH:20]=1)[CH3:18].C(=O)([O-])[O-].[K+].[K+], predict the reaction product. (6) Given the reactants [CH:1]1[C:6]([NH2:7])=[CH:5][CH:4]=[C:3]([OH:8])[CH:2]=1.CC(C)([O-])C.[K+].Cl[C:16]1[CH:21]=[CH:20][N:19]=[C:18]([C:22]([O:24][C:25]([CH3:28])([CH3:27])[CH3:26])=[O:23])[CH:17]=1.C(=O)([O-])[O-].[K+].[K+], predict the reaction product. The product is: [NH2:7][C:6]1[CH:5]=[CH:4][C:3]([O:8][C:16]2[CH:21]=[CH:20][N:19]=[C:18]([C:22]([O:24][C:25]([CH3:28])([CH3:27])[CH3:26])=[O:23])[CH:17]=2)=[CH:2][CH:1]=1.